From a dataset of Full USPTO retrosynthesis dataset with 1.9M reactions from patents (1976-2016). Predict the reactants needed to synthesize the given product. (1) The reactants are: [F:1][C:2]1[CH:14]=[CH:13][C:5]2[S:6][C:7]([C:9]([O:11]C)=[O:10])=[CH:8][C:4]=2[CH:3]=1.O.[OH-].[Li+].O. Given the product [F:1][C:2]1[CH:14]=[CH:13][C:5]2[S:6][C:7]([C:9]([OH:11])=[O:10])=[CH:8][C:4]=2[CH:3]=1, predict the reactants needed to synthesize it. (2) Given the product [N+:1]([C:4]1[CH:5]=[C:6]([CH2:10][CH:11]=[O:12])[CH:7]=[CH:8][CH:9]=1)([O-:3])=[O:2], predict the reactants needed to synthesize it. The reactants are: [N+:1]([C:4]1[CH:5]=[C:6]([CH2:10][CH2:11][OH:12])[CH:7]=[CH:8][CH:9]=1)([O-:3])=[O:2].OI1(=O)C2C=CC=CC=2C(=O)O1. (3) Given the product [Cl:1][C:2]1[CH:3]=[C:4]([CH2:16][CH:17]([NH:21][S:22]([C:25]2[CH:26]=[CH:27][CH:28]=[CH:29][CH:30]=2)(=[O:23])=[O:24])[C:18]([NH:68][CH2:67][CH2:66][CH2:65][CH2:64][C:58]2[CH:63]=[CH:62][CH:61]=[CH:60][CH:59]=2)=[O:20])[CH:5]=[CH:6][C:7]=1[CH:8]1[S:12](=[O:14])(=[O:13])[NH:11][C:10](=[O:15])[CH2:9]1, predict the reactants needed to synthesize it. The reactants are: [Cl:1][C:2]1[CH:3]=[C:4]([CH2:16][C@H:17]([NH:21][S:22]([C:25]2[CH:30]=[CH:29][CH:28]=[CH:27][CH:26]=2)(=[O:24])=[O:23])[C:18]([OH:20])=O)[CH:5]=[CH:6][C:7]=1[CH:8]1[S:12](=[O:14])(=[O:13])[NH:11][C:10](=[O:15])[CH2:9]1.F[P-](F)(F)(F)(F)F.N1(O[P+](N(C)C)(N(C)C)N(C)C)C2C=CC=CC=2N=N1.[C:58]1([CH2:64][CH2:65][CH2:66][CH2:67][NH2:68])[CH:63]=[CH:62][CH:61]=[CH:60][CH:59]=1.C(N(CC)C(C)C)(C)C. (4) Given the product [CH3:1][C:2]([C:5]1[CH:6]=[CH:7][C:8]([C:11]2[C:19]3[C:14](=[CH:15][CH:16]=[CH:17][CH:18]=3)[N:13]([CH2:20][C:21]3[CH:22]=[C:23]([C:27]4[CH:32]=[CH:31][C:30]([S:40]([CH3:44])(=[O:42])=[O:39])=[CH:29][CH:28]=4)[CH:24]=[CH:25][CH:26]=3)[C:12]=2[C:35]([OH:37])=[O:36])=[CH:9][CH:10]=1)([CH3:3])[CH3:4], predict the reactants needed to synthesize it. The reactants are: [CH3:1][C:2]([C:5]1[CH:10]=[CH:9][C:8]([C:11]2[C:19]3[C:14](=[CH:15][CH:16]=[CH:17][CH:18]=3)[N:13]([CH2:20][C:21]3[CH:22]=[C:23]([C:27]4[CH:32]=[CH:31][C:30](SC)=[CH:29][CH:28]=4)[CH:24]=[CH:25][CH:26]=3)[C:12]=2[C:35]([OH:37])=[O:36])=[CH:7][CH:6]=1)([CH3:4])[CH3:3].O[O:39][S:40]([O-:42])=O.[K+].[CH3:44]C(C)=O. (5) Given the product [N:17]1([CH2:16][CH2:15][N:7]2[C:8]3[C:13](=[CH:12][CH:11]=[CH:10][C:9]=3[CH3:14])[C:5]([C:3]([OH:4])=[O:25])=[CH:6]2)[CH:21]=[CH:20][N:19]=[CH:18]1, predict the reactants needed to synthesize it. The reactants are: FC(F)(F)[C:3]([C:5]1[C:13]2[C:8](=[C:9]([CH3:14])[CH:10]=[CH:11][CH:12]=2)[N:7]([CH2:15][CH2:16][N:17]2[CH:21]=[CH:20][N:19]=[CH:18]2)[CH:6]=1)=[O:4].C[OH:25].